Predict which catalyst facilitates the given reaction. From a dataset of Catalyst prediction with 721,799 reactions and 888 catalyst types from USPTO. (1) Reactant: C[O:2][C:3]1[CH:10]=[CH:9][C:6]([C:7]#[N:8])=[CH:5][CH:4]=1.C[O-].[Na+].CO. Product: [C:7]([C:6]1[CH:9]=[CH:10][C:3]([OH:2])=[CH:4][CH:5]=1)#[N:8]. The catalyst class is: 6. (2) The catalyst class is: 87. Product: [OH:1][NH:3][C:7]([C:9]1[CH:17]=[C:16]2[C:12]([CH:13]=[CH:14][N:15]2[CH2:18][C:19]2[CH:24]=[CH:23][C:22]([O:25][CH:26]([F:28])[F:27])=[CH:21][CH:20]=2)=[CH:11][CH:10]=1)=[O:6]. Reactant: [OH-:1].[Na+].[NH2:3]O.C[O:6][C:7]([C:9]1[CH:17]=[C:16]2[C:12]([CH:13]=[CH:14][N:15]2[CH2:18][C:19]2[CH:24]=[CH:23][C:22]([O:25][CH:26]([F:28])[F:27])=[CH:21][CH:20]=2)=[CH:11][CH:10]=1)=O. (3) Reactant: [C:1]([O:5][C:6](=[O:25])[CH2:7][O:8][C:9]1[CH:14]=[CH:13][C:12]([Cl:15])=[CH:11][C:10]=1[C:16]#[C:17][C:18]1[CH:23]=[CH:22][C:21]([NH2:24])=[CH:20][CH:19]=1)([CH3:4])([CH3:3])[CH3:2].C(N(CC)CC)C.[F:33][C:34]([F:45])([F:44])[C:35]1[CH:43]=[CH:42][C:38]([C:39](Cl)=[O:40])=[CH:37][CH:36]=1. Product: [C:1]([O:5][C:6](=[O:25])[CH2:7][O:8][C:9]1[CH:14]=[CH:13][C:12]([Cl:15])=[CH:11][C:10]=1[C:16]#[C:17][C:18]1[CH:19]=[CH:20][C:21]([NH:24][C:39](=[O:40])[C:38]2[CH:42]=[CH:43][C:35]([C:34]([F:33])([F:44])[F:45])=[CH:36][CH:37]=2)=[CH:22][CH:23]=1)([CH3:4])([CH3:2])[CH3:3]. The catalyst class is: 2.